This data is from NCI-60 drug combinations with 297,098 pairs across 59 cell lines. The task is: Regression. Given two drug SMILES strings and cell line genomic features, predict the synergy score measuring deviation from expected non-interaction effect. (1) Synergy scores: CSS=22.1, Synergy_ZIP=-2.22, Synergy_Bliss=-4.90, Synergy_Loewe=-9.66, Synergy_HSA=-3.09. Drug 1: CN(C)C(=N)N=C(N)N. Cell line: NCI-H460. Drug 2: C1CC(CCC1OC2=C(C(=CC=C2)Cl)F)(CC3=NC(=CC=C3)NC4=NC=CS4)C(=O)O. (2) Drug 1: C1=CC=C(C(=C1)C(C2=CC=C(C=C2)Cl)C(Cl)Cl)Cl. Drug 2: CS(=O)(=O)OCCCCOS(=O)(=O)C. Cell line: NCI-H522. Synergy scores: CSS=10.8, Synergy_ZIP=-1.09, Synergy_Bliss=2.62, Synergy_Loewe=1.29, Synergy_HSA=2.65. (3) Drug 1: C1CCN(CC1)CCOC2=CC=C(C=C2)C(=O)C3=C(SC4=C3C=CC(=C4)O)C5=CC=C(C=C5)O. Drug 2: CCC1(CC2CC(C3=C(CCN(C2)C1)C4=CC=CC=C4N3)(C5=C(C=C6C(=C5)C78CCN9C7C(C=CC9)(C(C(C8N6C=O)(C(=O)OC)O)OC(=O)C)CC)OC)C(=O)OC)O.OS(=O)(=O)O. Synergy scores: CSS=55.2, Synergy_ZIP=10.7, Synergy_Bliss=8.50, Synergy_Loewe=9.74, Synergy_HSA=9.74. Cell line: K-562. (4) Drug 1: CC1=C(C=C(C=C1)NC2=NC=CC(=N2)N(C)C3=CC4=NN(C(=C4C=C3)C)C)S(=O)(=O)N.Cl. Drug 2: C1CNP(=O)(OC1)N(CCCl)CCCl. Cell line: NCIH23. Synergy scores: CSS=0.246, Synergy_ZIP=0.790, Synergy_Bliss=2.26, Synergy_Loewe=-0.322, Synergy_HSA=-0.314. (5) Drug 1: CCCS(=O)(=O)NC1=C(C(=C(C=C1)F)C(=O)C2=CNC3=C2C=C(C=N3)C4=CC=C(C=C4)Cl)F. Drug 2: C1C(C(OC1N2C=NC(=NC2=O)N)CO)O. Cell line: SK-MEL-5. Synergy scores: CSS=39.8, Synergy_ZIP=4.52, Synergy_Bliss=5.82, Synergy_Loewe=-7.61, Synergy_HSA=3.60.